Predict the reactants needed to synthesize the given product. From a dataset of Full USPTO retrosynthesis dataset with 1.9M reactions from patents (1976-2016). (1) Given the product [CH3:1][C:2]1[N:3]=[C:4]([Cl:33])[C:5]2[N:11]=[C:10]([C:12]3[CH:17]=[CH:16][C:15]([O:18][CH3:19])=[C:14]([O:20][CH3:21])[CH:13]=3)[CH:9]=[CH:8][C:6]=2[N:7]=1, predict the reactants needed to synthesize it. The reactants are: [CH3:1][C:2]1[NH:3][C:4](=O)[C:5]2[N:11]=[C:10]([C:12]3[CH:17]=[CH:16][C:15]([O:18][CH3:19])=[C:14]([O:20][CH3:21])[CH:13]=3)[CH:9]=[CH:8][C:6]=2[N:7]=1.N1C(C)=CC=CC=1C.O=P(Cl)(Cl)[Cl:33]. (2) Given the product [NH2:22][C:20]1[N:19]=[CH:18][N:17]=[C:16]2[N:15]([CH:23]([CH3:25])[CH3:24])[N:14]=[C:1]([C:3]3[S:7][C:6]([CH:26]=[O:27])=[C:5]([CH3:11])[CH:4]=3)[C:21]=12, predict the reactants needed to synthesize it. The reactants are: [CH:1]([C:3]1[S:7][C:6](B(O)O)=[C:5]([CH3:11])[CH:4]=1)=O.IC1[C:21]2[C:16](=[N:17][CH:18]=[N:19][C:20]=2[NH2:22])[N:15]([CH:23]([CH3:25])[CH3:24])[N:14]=1.[C:26]([O-])([O-])=[O:27].[Na+].[Na+]. (3) The reactants are: [Cl:1][C:2]1[CH:7]=[CH:6][C:5]([C:8]2([NH:11][C:12]3[N:17]=[C:16]([O:18][CH2:19][C:20]([F:23])([F:22])[F:21])[N:15]=[C:14]([NH:24][C:25]4[CH:33]=[CH:32][C:28]([C:29](O)=[O:30])=[CH:27][C:26]=4[F:34])[N:13]=3)[CH2:10][CH2:9]2)=[CH:4][CH:3]=1.[NH2:35][CH2:36][C:37]([CH3:48])([CH3:47])[CH2:38][NH:39][C:40](=[O:46])[O:41][C:42]([CH3:45])([CH3:44])[CH3:43].CN(C(ON1N=NC2C=CC=NC1=2)=[N+](C)C)C.F[P-](F)(F)(F)(F)F.CCN(C(C)C)C(C)C. Given the product [Cl:1][C:2]1[CH:7]=[CH:6][C:5]([C:8]2([NH:11][C:12]3[N:17]=[C:16]([O:18][CH2:19][C:20]([F:23])([F:21])[F:22])[N:15]=[C:14]([NH:24][C:25]4[CH:33]=[CH:32][C:28]([C:29]([NH:35][CH2:36][C:37]([CH3:48])([CH3:47])[CH2:38][NH:39][C:40](=[O:46])[O:41][C:42]([CH3:43])([CH3:45])[CH3:44])=[O:30])=[CH:27][C:26]=4[F:34])[N:13]=3)[CH2:10][CH2:9]2)=[CH:4][CH:3]=1, predict the reactants needed to synthesize it. (4) Given the product [Cl:23][C:18]1[CH:17]=[C:16]([CH:21]=[CH:20][C:19]=1[Cl:22])[CH2:15][O:14][N:13]=[C:11]1[CH2:10][C@@H:9]([C:24]([N:36]2[CH2:41][CH2:40][O:39][CH2:38][CH2:37]2)=[O:26])[N:8]([C:6](=[O:7])[C:28]2[CH:29]=[CH:30][CH:31]=[CH:32][CH:33]=2)[CH2:12]1, predict the reactants needed to synthesize it. The reactants are: C(O[C:6]([N:8]1[CH2:12][C:11](=[N:13][O:14][CH2:15][C:16]2[CH:21]=[CH:20][C:19]([Cl:22])=[C:18]([Cl:23])[CH:17]=2)[CH2:10][C@H:9]1[C:24]([OH:26])=O)=[O:7])(C)(C)C.C(Cl)(=O)[C:28]1[CH:33]=[CH:32][CH:31]=[CH:30][CH:29]=1.[NH:36]1[CH2:41][CH2:40][O:39][CH2:38][CH2:37]1. (5) Given the product [CH2:1]([O:8][C:9](=[O:23])[NH:10][C@H:11]1[C:21]2[C:16](=[CH:17][CH:18]=[CH:19][CH:20]=2)[NH:15][C@@H:13]([CH3:14])[CH2:12]1)[C:2]1[CH:7]=[CH:6][CH:5]=[CH:4][CH:3]=1, predict the reactants needed to synthesize it. The reactants are: [CH2:1]([O:8][C:9](=[O:23])[NH:10][C:11](=O)[CH2:12][C@@H:13]([NH:15][C:16]1[CH:21]=[CH:20][CH:19]=[CH:18][CH:17]=1)[CH3:14])[C:2]1[CH:7]=[CH:6][CH:5]=[CH:4][CH:3]=1.[BH4-].[Na+]. (6) Given the product [Br:1][C:2]1[CH:10]=[C:9]2[C:5]([C:6]([CH2:11][N:12]([CH3:14])[CH3:13])=[N:7][N:8]2[C:18]2[CH:23]=[CH:22][N:21]=[C:20]([NH2:24])[N:19]=2)=[CH:4][CH:3]=1, predict the reactants needed to synthesize it. The reactants are: [Br:1][C:2]1[CH:10]=[C:9]2[C:5]([C:6]([CH2:11][N:12]([CH3:14])[CH3:13])=[N:7][NH:8]2)=[CH:4][CH:3]=1.[H-].[Na+].Cl[C:18]1[CH:23]=[CH:22][N:21]=[C:20]([NH2:24])[N:19]=1.